Dataset: NCI-60 drug combinations with 297,098 pairs across 59 cell lines. Task: Regression. Given two drug SMILES strings and cell line genomic features, predict the synergy score measuring deviation from expected non-interaction effect. (1) Drug 1: CCC1=CC2CC(C3=C(CN(C2)C1)C4=CC=CC=C4N3)(C5=C(C=C6C(=C5)C78CCN9C7C(C=CC9)(C(C(C8N6C)(C(=O)OC)O)OC(=O)C)CC)OC)C(=O)OC.C(C(C(=O)O)O)(C(=O)O)O. Drug 2: CC(C)CN1C=NC2=C1C3=CC=CC=C3N=C2N. Cell line: OVCAR3. Synergy scores: CSS=65.5, Synergy_ZIP=11.9, Synergy_Bliss=12.0, Synergy_Loewe=-7.17, Synergy_HSA=10.5. (2) Drug 1: CCC1(CC2CC(C3=C(CCN(C2)C1)C4=CC=CC=C4N3)(C5=C(C=C6C(=C5)C78CCN9C7C(C=CC9)(C(C(C8N6C)(C(=O)OC)O)OC(=O)C)CC)OC)C(=O)OC)O.OS(=O)(=O)O. Drug 2: COCCOC1=C(C=C2C(=C1)C(=NC=N2)NC3=CC=CC(=C3)C#C)OCCOC.Cl. Cell line: HCC-2998. Synergy scores: CSS=5.07, Synergy_ZIP=-0.114, Synergy_Bliss=-1.06, Synergy_Loewe=1.45, Synergy_HSA=-2.19. (3) Drug 1: C1CN1C2=NC(=NC(=N2)N3CC3)N4CC4. Drug 2: N.N.Cl[Pt+2]Cl. Cell line: OVCAR3. Synergy scores: CSS=36.5, Synergy_ZIP=-2.93, Synergy_Bliss=2.30, Synergy_Loewe=-12.7, Synergy_HSA=1.13. (4) Drug 1: C1CC2CC3=C(CC1C24CN(S(=O)(=O)N4)CC(F)(F)F)C=CC(=C3)C=CCN5CCC(CC5)C(F)(F)F. Drug 2: CC1=C2C(C(=O)C3(C(CC4C(C3C(C(C2(C)C)(CC1OC(=O)C(C(C5=CC=CC=C5)NC(=O)C6=CC=CC=C6)O)O)OC(=O)C7=CC=CC=C7)(CO4)OC(=O)C)O)C)OC(=O)C. Cell line: NCI-H460. Synergy scores: CSS=73.3, Synergy_ZIP=5.57, Synergy_Bliss=5.10, Synergy_Loewe=4.46, Synergy_HSA=9.52. (5) Drug 1: C1=CN(C=N1)CC(O)(P(=O)(O)O)P(=O)(O)O. Drug 2: C1CCC(C(C1)N)N.C(=O)(C(=O)[O-])[O-].[Pt+4]. Cell line: A549. Synergy scores: CSS=12.8, Synergy_ZIP=-1.09, Synergy_Bliss=-1.03, Synergy_Loewe=-4.40, Synergy_HSA=0.778.